Dataset: Reaction yield outcomes from USPTO patents with 853,638 reactions. Task: Predict the reaction yield, written as a fraction of the theoretical maximum amount of product (1.0 means a 100% yield; for example, 0.34 means a 34% yield). (1) The product is [CH2:14]([O:13][CH:4]([O:3][CH2:1][CH3:2])[C:5]1[CH:12]=[CH:11][C:8]([CH2:9][OH:10])=[CH:7][CH:6]=1)[CH3:15]. The reactants are [CH2:1]([O:3][CH:4]([O:13][CH2:14][CH3:15])[C:5]1[CH:12]=[CH:11][C:8]([CH:9]=[O:10])=[CH:7][CH:6]=1)[CH3:2].[BH4-].[Na+]. The catalyst is CO.C(OCC)(=O)C. The yield is 1.00. (2) The reactants are [CH2:1]([N:8]1[C:16]2[C:15](=[S:17])[NH:14][C:13](=[O:18])[N:12]([CH2:19][CH2:20][CH2:21][CH2:22][CH3:23])[C:11]=2[N:10]=[CH:9]1)[C:2]1[CH:7]=[CH:6][CH:5]=[CH:4][CH:3]=1.[OH-].[Na+].S(OC)(O[CH3:30])(=O)=O. The catalyst is O. The product is [CH2:1]([N:8]1[C:16]2[C:15]([S:17][CH3:30])=[N:14][C:13](=[O:18])[N:12]([CH2:19][CH2:20][CH2:21][CH2:22][CH3:23])[C:11]=2[N:10]=[CH:9]1)[C:2]1[CH:7]=[CH:6][CH:5]=[CH:4][CH:3]=1. The yield is 0.980. (3) The reactants are [C:1]1([CH2:7][CH2:8][CH2:9][CH:10]2[C:17]3[CH:16]=[C:15]([C:18]([O:20]C)=[O:19])[NH:14][C:13]=3[CH2:12][CH2:11]2)[CH:6]=[CH:5][CH:4]=[CH:3][CH:2]=1.O.[OH-].[Li+]. No catalyst specified. The product is [C:1]1([CH2:7][CH2:8][CH2:9][CH:10]2[C:17]3[CH:16]=[C:15]([C:18]([OH:20])=[O:19])[NH:14][C:13]=3[CH2:12][CH2:11]2)[CH:6]=[CH:5][CH:4]=[CH:3][CH:2]=1. The yield is 0.570. (4) The reactants are [Br:1][C:2]1[CH:15]=[CH:14][C:5]([CH2:6][S:7]([CH2:10][C:11](O)=O)(=[O:9])=[O:8])=[CH:4][CH:3]=1.[F:16][C:17]1[CH:24]=[CH:23][C:20](C=O)=[CH:19][CH:18]=1. No catalyst specified. The product is [Br:1][C:2]1[CH:15]=[CH:14][C:5]([CH2:6][S:7](/[CH:10]=[CH:11]/[C:20]2[CH:23]=[CH:24][C:17]([F:16])=[CH:18][CH:19]=2)(=[O:9])=[O:8])=[CH:4][CH:3]=1. The yield is 0.820.